This data is from Reaction yield outcomes from USPTO patents with 853,638 reactions. The task is: Predict the reaction yield, written as a fraction of the theoretical maximum amount of product (1.0 means a 100% yield; for example, 0.34 means a 34% yield). (1) The reactants are [Cl:1][C:2]1[C:3]([N:9]2[CH2:14][CH2:13][N:12]([CH2:15][CH2:16][CH2:17][N:18]3[C:26]4[CH2:25][CH2:24][N:23]([S:27]([CH3:30])(=[O:29])=[O:28])[CH2:22][C:21]=4[C:20]([C:31]4[CH:36]=[CH:35][C:34]([C:37]([F:40])([F:39])[F:38])=[CH:33][CH:32]=4)=[N:19]3)[CH2:11][CH2:10]2)=[C:4]([NH2:8])[CH:5]=[CH:6][CH:7]=1.C[Si]([N:45]=[C:46]=[O:47])(C)C.CO.[CH2:50](Cl)Cl. The catalyst is C(Cl)Cl. The product is [Cl:1][C:2]1[C:3]([N:9]2[CH2:14][CH2:13][N:12]([CH2:15][CH2:16][CH2:17][N:18]3[C:26]4[CH2:25][CH2:24][N:23]([S:27]([CH3:30])(=[O:28])=[O:29])[CH2:22][C:21]=4[C:20]([C:31]4[CH:32]=[CH:33][C:34]([C:37]([F:38])([F:39])[F:40])=[CH:35][CH:36]=4)=[N:19]3)[CH2:11][CH2:10]2)=[C:4]([NH:8][C:46]([NH:45][CH3:50])=[O:47])[CH:5]=[CH:6][CH:7]=1. The yield is 0.220. (2) The reactants are C([O:8][C:9]1[CH:38]=[CH:37][C:12]2[NH:13][C:14]([C:19]3[C:24](=[O:25])[N:23]([NH:26][CH:27]4[CH2:32][CH2:31][CH2:30][CH2:29][CH2:28]4)[C:22]4[CH:33]=[CH:34][S:35][C:21]=4[C:20]=3[OH:36])=[N:15][S:16](=[O:18])(=[O:17])[C:11]=2[CH:10]=1)C1C=CC=CC=1.I[Si](C)(C)C. The catalyst is C(#N)C.O. The product is [CH:27]1([NH:26][N:23]2[C:24](=[O:25])[C:19]([C:14]3[NH:13][C:12]4[CH:37]=[CH:38][C:9]([OH:8])=[CH:10][C:11]=4[S:16](=[O:18])(=[O:17])[N:15]=3)=[C:20]([OH:36])[C:21]3[S:35][CH:34]=[CH:33][C:22]2=3)[CH2:28][CH2:29][CH2:30][CH2:31][CH2:32]1. The yield is 0.870. (3) The yield is 0.0800. The catalyst is CN(C=O)C. The reactants are Cl[C:2]1[CH:7]=[CH:6][N:5]=[C:4]2[C:8](=[C:18]3[CH2:23][CH2:22][N:21]([C:24](=[O:32])[CH2:25][C:26]4[CH:27]=[N:28][CH:29]=[CH:30][CH:31]=4)[CH2:20][CH2:19]3)[C:9]3[CH:16]=[CH:15][C:14]([Cl:17])=[CH:13][C:10]=3[CH2:11][CH2:12][C:3]=12.[H-].[Na+].[CH2:35]([SH:42])[C:36]1[CH:41]=[CH:40][CH:39]=[CH:38][CH:37]=1. The product is [Cl:17][C:14]1[CH:15]=[CH:16][C:9]2[C:8](=[C:18]3[CH2:23][CH2:22][N:21]([C:24](=[O:32])[CH2:25][C:26]4[CH:27]=[N:28][CH:29]=[CH:30][CH:31]=4)[CH2:20][CH2:19]3)[C:4]3=[N:5][CH:6]=[CH:7][C:2]([S:42][CH2:35][C:36]4[CH:41]=[CH:40][CH:39]=[CH:38][CH:37]=4)=[C:3]3[CH2:12][CH2:11][C:10]=2[CH:13]=1. (4) The product is [CH3:1][O:2][C:3]([C:5]1[CH:10]=[CH:9][CH:8]=[C:7]([S:21][CH:19]([CH3:20])[CH3:18])[N:6]=1)=[O:4]. The reactants are [CH3:1][O:2][C:3]([C:5]1[CH:10]=[CH:9][CH:8]=[C:7](Br)[N:6]=1)=[O:4].C([O-])([O-])=O.[Cs+].[Cs+].[CH3:18][CH:19]([SH:21])[CH3:20]. The catalyst is CN(C=O)C. The yield is 0.880. (5) The yield is 0.180. The product is [CH3:1][C:2]1[CH:7]=[CH:6][C:5]([S:8]([O:11][CH2:12][CH:13]2[CH2:17][C:16]3[CH:18]=[CH:19][CH:20]=[C:21]([C:25]4[C:26]([CH3:30])=[CH:27][CH:28]=[CH:29][C:24]=4[CH3:23])[C:15]=3[O:14]2)(=[O:10])=[O:9])=[CH:4][CH:3]=1. The reactants are [CH3:1][C:2]1[CH:7]=[CH:6][C:5]([S:8]([O:11][CH2:12][CH:13]2[CH2:17][C:16]3[CH:18]=[CH:19][CH:20]=[C:21](Br)[C:15]=3[O:14]2)(=[O:10])=[O:9])=[CH:4][CH:3]=1.[CH3:23][C:24]1[CH:29]=[CH:28][CH:27]=[C:26]([CH3:30])[C:25]=1B(O)O.C(=O)([O-])[O-].[K+].[K+]. The catalyst is CC1C=CC=CC=1[P](C1C=CC=CC=1C)([Pd](Cl)(Cl)[P](C1=C(C)C=CC=C1)(C1C=CC=CC=1C)C1C=CC=CC=1C)C1C=CC=CC=1C. (6) The reactants are [Br:1][C:2]1[CH:7]=[CH:6][C:5]([CH2:8][C:9]([OH:11])=O)=[CH:4][C:3]=1[C:12]([F:15])([F:14])[F:13].[NH2:16][C:17]1[N:22]=[CH:21][C:20]([N:23]2[CH2:28][CH2:27][N:26]([C:29](=[O:31])[CH3:30])[CH2:25][CH2:24]2)=[CH:19][CH:18]=1.CN(C(ON1N=NC2C=CC=NC1=2)=[N+](C)C)C.F[P-](F)(F)(F)(F)F.CCN(C(C)C)C(C)C. The catalyst is CN(C=O)C. The product is [C:29]([N:26]1[CH2:25][CH2:24][N:23]([C:20]2[CH:19]=[CH:18][C:17]([NH:16][C:9](=[O:11])[CH2:8][C:5]3[CH:6]=[CH:7][C:2]([Br:1])=[C:3]([C:12]([F:15])([F:14])[F:13])[CH:4]=3)=[N:22][CH:21]=2)[CH2:28][CH2:27]1)(=[O:31])[CH3:30]. The yield is 0.950. (7) The reactants are [CH3:1][C:2]([CH3:16])([CH3:15])[C:3]([NH:5][C:6]1[CH:11]=[CH:10][C:9](B(O)O)=[CH:8][CH:7]=1)=[O:4].Cl[C:18]1[N:23]=[CH:22][CH:21]=[CH:20][N:19]=1.COCCOC. The catalyst is C([O-])([O-])=O.[Na+].[Na+].Cl[Pd](Cl)([P](C1C=CC=CC=1)(C1C=CC=CC=1)C1C=CC=CC=1)[P](C1C=CC=CC=1)(C1C=CC=CC=1)C1C=CC=CC=1. The product is [N:19]1[CH:20]=[CH:21][CH:22]=[N:23][C:18]=1[C:9]1[CH:10]=[CH:11][C:6]([NH:5][C:3](=[O:4])[C:2]([CH3:16])([CH3:15])[CH3:1])=[CH:7][CH:8]=1. The yield is 0.850. (8) The reactants are [NH2:1][C:2]1[C:3]2[C:13]([O:14][CH2:15][C:16]([NH:19][C:20](=[O:28])[C:21]3[CH:26]=[CH:25][N:24]=[C:23](Br)[CH:22]=3)([CH3:18])[CH3:17])=[CH:12][CH:11]=[CH:10][C:4]=2[NH:5][S:6](=[O:9])(=[O:8])[N:7]=1.O.[F:30][C:31]1[CH:36]=[CH:35][C:34](B(O)O)=[CH:33][CH:32]=1.C(=O)([O-])[O-].[K+].[K+]. The catalyst is CN(C=O)C. The product is [NH2:1][C:2]1[C:3]2[C:13]([O:14][CH2:15][C:16]([NH:19][C:20](=[O:28])[C:21]3[CH:26]=[CH:25][N:24]=[C:23]([C:34]4[CH:35]=[CH:36][C:31]([F:30])=[CH:32][CH:33]=4)[CH:22]=3)([CH3:18])[CH3:17])=[CH:12][CH:11]=[CH:10][C:4]=2[NH:5][S:6](=[O:9])(=[O:8])[N:7]=1. The yield is 0.300.